This data is from Full USPTO retrosynthesis dataset with 1.9M reactions from patents (1976-2016). The task is: Predict the reactants needed to synthesize the given product. Given the product [Br:1][C:2]1[CH:3]=[C:4]2[N:10]([C:17]3[C:26]4[C:21](=[C:22]([Cl:27])[CH:23]=[CH:24][CH:25]=4)[N:20]=[C:19]([CH3:28])[C:18]=3[CH3:29])[CH2:9][C:8]3([CH2:15][CH2:14][O:13][CH2:12][CH2:11]3)[C:5]2=[N:6][CH:7]=1, predict the reactants needed to synthesize it. The reactants are: [Br:1][C:2]1[CH:3]=[C:4]2[NH:10][CH2:9][C:8]3([CH2:15][CH2:14][O:13][CH2:12][CH2:11]3)[C:5]2=[N:6][CH:7]=1.Cl[C:17]1[C:26]2[C:21](=[C:22]([Cl:27])[CH:23]=[CH:24][CH:25]=2)[N:20]=[C:19]([CH3:28])[C:18]=1[CH3:29].[H-].[Na+].